Dataset: Reaction yield outcomes from USPTO patents with 853,638 reactions. Task: Predict the reaction yield, written as a fraction of the theoretical maximum amount of product (1.0 means a 100% yield; for example, 0.34 means a 34% yield). The reactants are [Cl:1][C:2]1[CH:7]=[CH:6][CH:5]=[CH:4][C:3]=1[C@H:8]([N:18]([C:34]1[CH:39]=[CH:38][CH:37]=[C:36]([F:40])[CH:35]=1)[C:19]([C@@H:21]1[CH2:25][C@@H:24]([OH:26])[CH2:23][N:22]1C(OC(C)(C)C)=O)=[O:20])[C:9]([NH:11][CH:12]1[CH2:15][C:14]([F:17])([F:16])[CH2:13]1)=[O:10].C(O)(C(F)(F)F)=O.C([O-])(O)=O.[Na+]. The catalyst is C(Cl)Cl. The product is [Cl:1][C:2]1[CH:7]=[CH:6][CH:5]=[CH:4][C:3]=1[C@H:8]([N:18]([C:34]1[CH:39]=[CH:38][CH:37]=[C:36]([F:40])[CH:35]=1)[C:19]([C@@H:21]1[CH2:25][C@@H:24]([OH:26])[CH2:23][NH:22]1)=[O:20])[C:9]([NH:11][CH:12]1[CH2:15][C:14]([F:16])([F:17])[CH2:13]1)=[O:10]. The yield is 0.960.